Dataset: Reaction yield outcomes from USPTO patents with 853,638 reactions. Task: Predict the reaction yield, written as a fraction of the theoretical maximum amount of product (1.0 means a 100% yield; for example, 0.34 means a 34% yield). (1) The reactants are C([O:3][C:4]([CH:6]1[CH2:11][CH2:10][N:9]([CH2:12][C:13]2[C:21]3[C:16](=[CH:17][C:18]([O:22][C:23]4[S:24][C:25]5[CH:31]=[CH:30][CH:29]=[CH:28][C:26]=5[N:27]=4)=[CH:19][CH:20]=3)[NH:15][CH:14]=2)[CH2:8][CH2:7]1)=[O:5])C.[OH-].[K+].Cl. The catalyst is C(O)(C)C.O. The product is [S:24]1[C:25]2[CH:31]=[CH:30][CH:29]=[CH:28][C:26]=2[N:27]=[C:23]1[O:22][C:18]1[CH:17]=[C:16]2[C:21]([C:13]([CH2:12][N:9]3[CH2:8][CH2:7][CH:6]([C:4]([OH:5])=[O:3])[CH2:11][CH2:10]3)=[CH:14][NH:15]2)=[CH:20][CH:19]=1. The yield is 0.330. (2) The reactants are Cl[S:2]([C:5]1[CH:6]=[C:7]([CH:11]=[CH:12][C:13]=1[F:14])[C:8]([OH:10])=[O:9])(=[O:4])=[O:3].C([O-])(O)=O.[Na+].[F:20][C:21]([F:25])([F:24])[CH2:22][NH2:23].[ClH:26]. The catalyst is O. The product is [Cl:26][C:11]1[CH:12]=[C:13]([F:14])[C:5]([S:2]([NH:23][CH2:22][C:21]([F:25])([F:24])[F:20])(=[O:4])=[O:3])=[CH:6][C:7]=1[C:8]([OH:10])=[O:9]. The yield is 0.830. (3) The reactants are [NH2:1][C:2]1[CH:3]=[CH:4][CH:5]=[C:6]2[C:10]=1[N:9]([CH2:11][O:12][CH3:13])[C:8]([C:14]([O:16][CH2:17][CH3:18])=[O:15])=[CH:7]2.[CH3:19][O:20][C:21]1[CH:26]=[CH:25][CH:24]=[CH:23][C:22]=1[S:27](Cl)(=[O:29])=[O:28]. The catalyst is N1C=CC=CC=1. The product is [CH3:13][O:12][CH2:11][N:9]1[C:10]2[C:6](=[CH:5][CH:4]=[CH:3][C:2]=2[NH:1][S:27]([C:22]2[CH:23]=[CH:24][CH:25]=[CH:26][C:21]=2[O:20][CH3:19])(=[O:29])=[O:28])[CH:7]=[C:8]1[C:14]([O:16][CH2:17][CH3:18])=[O:15]. The yield is 0.890. (4) The reactants are [H-].[Na+].[F:3][C:4]1[CH:9]=[CH:8][C:7]([C:10](=[O:13])[CH2:11][CH3:12])=[C:6]([OH:14])[CH:5]=1.Br[CH2:16][C:17]#[CH:18]. The catalyst is CN(C=O)C. The product is [F:3][C:4]1[CH:9]=[CH:8][C:7]([C:10](=[O:13])[CH2:11][CH3:12])=[C:6]([O:14][CH2:18][C:17]#[CH:16])[CH:5]=1. The yield is 0.680. (5) The reactants are [N:1]1[CH:6]=[CH:5][CH:4]=[CH:3][C:2]=1[C:7]1[O:8][C:9]2[CH2:10][NH:11][CH2:12][CH2:13][C:14]=2[N:15]=1.Br[C:17]1[CH:18]=[C:19]([CH:22]=[C:23]([F:25])[CH:24]=1)[C:20]#[N:21].C([O-])([O-])=O.[Cs+].[Cs+].CC1(C)C2C(=C(P(C3C=CC=CC=3)C3C=CC=CC=3)C=CC=2)OC2C(P(C3C=CC=CC=3)C3C=CC=CC=3)=CC=CC1=2. The catalyst is C1(C)C=CC=CC=1.CO.CC([O-])=O.CC([O-])=O.[Pd+2]. The product is [F:25][C:23]1[CH:22]=[C:19]([CH:18]=[C:17]([N:11]2[CH2:12][CH2:13][C:14]3[N:15]=[C:7]([C:2]4[CH:3]=[CH:4][CH:5]=[CH:6][N:1]=4)[O:8][C:9]=3[CH2:10]2)[CH:24]=1)[C:20]#[N:21]. The yield is 0.310. (6) The yield is 0.690. The product is [C:1]([O:5][C:6]([C:8]1([C:13]([OH:15])=[O:14])[CH2:10][CH:9]1[CH2:11][CH3:12])=[O:7])([CH3:2])([CH3:3])[CH3:4]. The catalyst is CCOCC.O. The reactants are [C:1]([O:5][C:6]([C:8]1([C:13]([O:15]C(C)(C)C)=[O:14])[CH2:10][CH:9]1[CH2:11][CH3:12])=[O:7])([CH3:4])([CH3:3])[CH3:2].CC(C)([O-])C.[K+].